This data is from Reaction yield outcomes from USPTO patents with 853,638 reactions. The task is: Predict the reaction yield, written as a fraction of the theoretical maximum amount of product (1.0 means a 100% yield; for example, 0.34 means a 34% yield). (1) The reactants are [CH3:1][CH:2]1[CH2:6][C:5]2[C:7]([CH3:19])=[C:8]([N:13]3[CH2:18][CH2:17][NH:16][CH2:15][CH2:14]3)[C:9]([CH3:12])=[C:10]([CH3:11])[C:4]=2[O:3]1.[F:20][C:21]1[CH:26]=[CH:25][C:24](I)=[CH:23][CH:22]=1. No catalyst specified. The product is [F:20][C:21]1[CH:26]=[CH:25][C:24]([N:16]2[CH2:15][CH2:14][N:13]([C:8]3[C:9]([CH3:12])=[C:10]([CH3:11])[C:4]4[O:3][CH:2]([CH3:1])[CH2:6][C:5]=4[C:7]=3[CH3:19])[CH2:18][CH2:17]2)=[CH:23][CH:22]=1. The yield is 0.160. (2) The reactants are C(O)(=O)C.[CH:5]([NH2:7])=[NH:6].[F:8][C:9]1[CH:26]=[CH:25][C:12]([C:13]([NH:15][CH:16]([C:21](OC)=[O:22])[C:17](OC)=[O:18])=[O:14])=[CH:11][CH:10]=1.[Na]. The catalyst is C(O)C. The product is [OH:22][C:21]1[C:16]([NH:15][C:13](=[O:14])[C:12]2[CH:25]=[CH:26][C:9]([F:8])=[CH:10][CH:11]=2)=[C:17]([OH:18])[N:7]=[CH:5][N:6]=1. The yield is 0.640. (3) The product is [C:20]([NH:1][C:2]1[C:3]([I:12])=[C:4]([CH:9]=[CH:10][CH:11]=1)[C:5]([O:7][CH3:8])=[O:6])(=[O:22])[CH3:21]. The reactants are [NH2:1][C:2]1[C:3]([I:12])=[C:4]([CH:9]=[CH:10][CH:11]=1)[C:5]([O:7][CH3:8])=[O:6].C(N(CC)CC)C.[C:20](Cl)(=[O:22])[CH3:21]. The catalyst is C(Cl)Cl.O. The yield is 0.950. (4) The reactants are [CH3:1][O:2][C:3]1[N:8]=[N:7][C:6]([N:9]2[C:13]([C:14]3[CH:19]=[N:18][CH:17]=[CH:16][N:15]=3)=[CH:12][C:11]([C:20]([OH:22])=O)=[N:10]2)=[CH:5][CH:4]=1.[CH:23]1([NH2:28])[CH2:27][CH2:26][CH2:25][CH2:24]1. No catalyst specified. The product is [CH:23]1([NH:28][C:20]([C:11]2[CH:12]=[C:13]([C:14]3[CH:19]=[N:18][CH:17]=[CH:16][N:15]=3)[N:9]([C:6]3[N:7]=[N:8][C:3]([O:2][CH3:1])=[CH:4][CH:5]=3)[N:10]=2)=[O:22])[CH2:27][CH2:26][CH2:25][CH2:24]1. The yield is 0.860. (5) The reactants are CN(C(ON1N=NC2C=CC=NC1=2)=[N+](C)C)C.F[P-](F)(F)(F)(F)F.[I:25][C:26]1[NH:30][C:29]([C@@H:31]2[CH2:36][C@@H:35]3[C@@H:33]([CH2:34]3)[NH:32]2)=[N:28][CH:27]=1.[CH3:37][O:38][C:39]([NH:41][C@@H:42]([CH:46]([CH3:48])[CH3:47])[C:43](O)=[O:44])=[O:40].CCN(C(C)C)C(C)C. The catalyst is CN(C=O)C.CO.O. The yield is 0.910. The product is [I:25][C:26]1[NH:30][C:29]([C@@H:31]2[CH2:36][C@@H:35]3[C@@H:33]([CH2:34]3)[N:32]2[C:43](=[O:44])[C@@H:42]([NH:41][C:39](=[O:40])[O:38][CH3:37])[CH:46]([CH3:48])[CH3:47])=[N:28][CH:27]=1. (6) The reactants are [O:1]1[CH2:5][CH2:4][CH2:3][CH:2]1[C:6]1([OH:11])[CH2:10][CH2:9][CH2:8][CH2:7]1.C(N(CC)CC)C.[C:19](Cl)(=[O:22])[CH:20]=[CH2:21].O. The catalyst is C1(C)C=CC=CC=1.CN(C1C=CN=CC=1)C. The product is [C:19]([O:11][C:6]1([CH:2]2[CH2:3][CH2:4][CH2:5][O:1]2)[CH2:7][CH2:8][CH2:9][CH2:10]1)(=[O:22])[CH:20]=[CH2:21]. The yield is 0.800. (7) The reactants are [CH:1]([O:4][CH2:5][CH2:6][NH2:7])([CH3:3])[CH3:2].[CH:8]1([C:11]2[N:16]=[C:15]([C:17]([NH:19][C:20]3[CH:28]=[N:27][CH:26]=[CH:25][C:21]=3[C:22](O)=[O:23])=[O:18])[C:14]([NH:29][C:30]3[CH:31]=[N:32][CH:33]=[N:34][CH:35]=3)=[N:13][CH:12]=2)[CH2:10][CH2:9]1.CN1CCOCC1.CN(C(ON1N=NC2C=CC=NC1=2)=[N+](C)C)C.F[P-](F)(F)(F)(F)F. The catalyst is C1COCC1. The product is [CH:1]([O:4][CH2:5][CH2:6][NH:7][C:22]([C:21]1[CH:25]=[CH:26][N:27]=[CH:28][C:20]=1[NH:19][C:17]([C:15]1[C:14]([NH:29][C:30]2[CH:35]=[N:34][CH:33]=[N:32][CH:31]=2)=[N:13][CH:12]=[C:11]([CH:8]2[CH2:10][CH2:9]2)[N:16]=1)=[O:18])=[O:23])([CH3:3])[CH3:2]. The yield is 0.800.